This data is from Reaction yield outcomes from USPTO patents with 853,638 reactions. The task is: Predict the reaction yield, written as a fraction of the theoretical maximum amount of product (1.0 means a 100% yield; for example, 0.34 means a 34% yield). (1) The reactants are [CH2:1]1[CH2:17][S:16][C:7]2[C:8]3[CH:14]=[C:13]([OH:15])[CH:12]=[CH:11][C:9]=3[S:10][C:6]=2[C:4](=[O:5])[NH:3][CH2:2]1.[C:18]([O-])([O-])=O.[K+].[K+].CI. The catalyst is CN(C=O)C. The product is [CH3:18][O:15][C:13]1[CH:12]=[CH:11][C:9]2[S:10][C:6]3[C:4](=[O:5])[NH:3][CH2:2][CH2:1][CH2:17][S:16][C:7]=3[C:8]=2[CH:14]=1. The yield is 0.770. (2) The reactants are [Cl:1][C:2]1[N:11]=[CH:10][C:9]2[NH:8][C:7](=[O:12])[CH:6]([CH3:13])[N:5]([C:14]3[CH:19]=[CH:18][CH:17]=[CH:16][CH:15]=3)[C:4]=2[N:3]=1.C(N(CC)CC)C.[C:27]1(B(O)O)[CH:32]=[CH:31][CH:30]=[CH:29][CH:28]=1. The catalyst is ClCCl. The product is [Cl:1][C:2]1[N:11]=[CH:10][C:9]2[N:8]([C:27]3[CH:32]=[CH:31][CH:30]=[CH:29][CH:28]=3)[C:7](=[O:12])[CH:6]([CH3:13])[N:5]([C:14]3[CH:15]=[CH:16][CH:17]=[CH:18][CH:19]=3)[C:4]=2[N:3]=1. The yield is 0.370. (3) The reactants are [NH2:1][C:2]1[CH:17]=[CH:16][C:5]([C:6]([O:8][CH2:9][C:10]2[CH:15]=[CH:14][CH:13]=[CH:12][CH:11]=2)=[O:7])=[CH:4][CH:3]=1.N1C=CC=CC=1.Cl[CH2:25][CH2:26][S:27](Cl)(=[O:29])=[O:28]. The catalyst is C(Cl)Cl. The product is [CH:26]([S:27]([NH:1][C:2]1[CH:17]=[CH:16][C:5]([C:6]([O:8][CH2:9][C:10]2[CH:15]=[CH:14][CH:13]=[CH:12][CH:11]=2)=[O:7])=[CH:4][CH:3]=1)(=[O:29])=[O:28])=[CH2:25]. The yield is 0.920. (4) The reactants are [CH3:1][C:2]1[C:10]2[N:9]=[CH:8][N:7]([C:11]([O:13][C:14]([CH3:17])([CH3:16])[CH3:15])=[O:12])[C:6]=2[CH:5]=[CH:4][CH:3]=1.[Br:18]N1C(=O)CCC1=O.C(Cl)(Cl)(Cl)Cl. No catalyst specified. The product is [Br:18][CH2:1][C:2]1[C:10]2[N:9]=[CH:8][N:7]([C:11]([O:13][C:14]([CH3:17])([CH3:16])[CH3:15])=[O:12])[C:6]=2[CH:5]=[CH:4][CH:3]=1. The yield is 0.420. (5) The reactants are Br[C:2]1[CH:7]=[C:6]([N+:8]([O-:10])=[O:9])[CH:5]=[CH:4][C:3]=1[C:11]([CH3:14])([CH3:13])[CH3:12].[CH3:15][N:16](C=O)C. The catalyst is O.[C-]#N.[C-]#N.[Zn+2].C1C=CC([P]([Pd]([P](C2C=CC=CC=2)(C2C=CC=CC=2)C2C=CC=CC=2)([P](C2C=CC=CC=2)(C2C=CC=CC=2)C2C=CC=CC=2)[P](C2C=CC=CC=2)(C2C=CC=CC=2)C2C=CC=CC=2)(C2C=CC=CC=2)C2C=CC=CC=2)=CC=1. The product is [C:11]([C:3]1[CH:4]=[CH:5][C:6]([N+:8]([O-:10])=[O:9])=[CH:7][C:2]=1[C:15]#[N:16])([CH3:14])([CH3:13])[CH3:12]. The yield is 0.800.